From a dataset of Reaction yield outcomes from USPTO patents with 853,638 reactions. Predict the reaction yield, written as a fraction of the theoretical maximum amount of product (1.0 means a 100% yield; for example, 0.34 means a 34% yield). (1) The reactants are [N:1]1[CH:6]=[CH:5][C:4]([CH3:7])=[CH:3][CH:2]=1.[Li+].CC([N-][CH:13]([CH3:15])[CH3:14])C.C1[CH2:20][O:19]CC1.CCCCCCC.C(C1C=CC=CC=1)C.C1(Br)CC1.[NH4+].[Cl-].C1C[O:45]CC1. No catalyst specified. The product is [CH:13]1([CH2:7][C:4]2[CH:5]=[CH:6][N:1]=[C:2]([C:20]([OH:19])=[O:45])[CH:3]=2)[CH2:15][CH2:14]1. The yield is 0.310. (2) The reactants are [C:1]([C:4]1[CH:5]=[C:6]([C:22]([NH:24][CH2:25][C:26]2[CH:31]=[CH:30][C:29]([S:32]([CH3:35])(=[O:34])=[O:33])=[CH:28][CH:27]=2)=[O:23])[C:7](=[O:21])[N:8]([C:11]2[CH:16]=[CH:15][CH:14]=[C:13]([C:17]([F:20])([F:19])[F:18])[CH:12]=2)[C:9]=1[CH3:10])(=[O:3])[CH3:2].CC(CC)[O-].CC(CC)[O-].CC(CC)[O-].[Al+3].O. The catalyst is C(O)(C)C. The product is [OH:3][CH:1]([C:4]1[CH:5]=[C:6]([C:22]([NH:24][CH2:25][C:26]2[CH:27]=[CH:28][C:29]([S:32]([CH3:35])(=[O:33])=[O:34])=[CH:30][CH:31]=2)=[O:23])[C:7](=[O:21])[N:8]([C:11]2[CH:16]=[CH:15][CH:14]=[C:13]([C:17]([F:20])([F:18])[F:19])[CH:12]=2)[C:9]=1[CH3:10])[CH3:2]. The yield is 0.740. (3) The reactants are Br[C:2]1[C:10]2[O:9][C:8]([CH3:12])([CH3:11])[CH2:7][C:6]=2[C:5]([CH3:13])=[C:4]([NH:14][C:15](=[O:21])[CH2:16][C:17]([CH3:20])([CH3:19])[CH3:18])[C:3]=1[CH3:22].[CH:23]([C:26]1[CH:31]=[CH:30][C:29]([OH:32])=[CH:28][CH:27]=1)([CH3:25])[CH3:24].C(=O)([O-])[O-].[K+].[K+].O. The catalyst is N1C=CC=CC=1.[Cu](I)I. The product is [CH:23]([C:26]1[CH:31]=[CH:30][C:29]([O:32][C:2]2[C:10]3[O:9][C:8]([CH3:12])([CH3:11])[CH2:7][C:6]=3[C:5]([CH3:13])=[C:4]([NH:14][C:15](=[O:21])[CH2:16][C:17]([CH3:20])([CH3:19])[CH3:18])[C:3]=2[CH3:22])=[CH:28][CH:27]=1)([CH3:25])[CH3:24]. The yield is 0.400. (4) The product is [CH:1]1([CH2:6][CH:7]([C:18]2[NH:28][C:21]3=[N:22][CH:23]=[C:24]([O:26][CH3:27])[CH:25]=[C:20]3[CH:19]=2)[C:8]2[CH:13]=[CH:12][C:11]([C:14]([F:17])([F:15])[F:16])=[CH:10][CH:9]=2)[CH2:5][CH2:4][CH2:3][CH2:2]1. The reactants are [CH:1]1([CH:6]=[C:7]([C:18]2[NH:28][C:21]3=[N:22][CH:23]=[C:24]([O:26][CH3:27])[CH:25]=[C:20]3[CH:19]=2)[C:8]2[CH:13]=[CH:12][C:11]([C:14]([F:17])([F:16])[F:15])=[CH:10][CH:9]=2)[CH2:5][CH2:4][CH2:3][CH2:2]1. The catalyst is [Pd].CO. The yield is 0.419. (5) The reactants are [Br:1][C:2]1[CH:3]=[CH:4][C:5]([CH3:9])=[C:6]([CH:8]=1)[NH2:7].C(=O)([O-])[O-].[K+].[K+].Cl[CH2:17][C:18](Cl)=[O:19].[CH2:21]([CH2:23][NH2:24])[OH:22]. The catalyst is O1CCCC1.O.CCOC(C)=O. The product is [Br:1][C:2]1[CH:3]=[CH:4][C:5]([CH3:9])=[C:6]([NH:7][C:18](=[O:19])[CH2:17][NH:24][CH2:23][CH2:21][OH:22])[CH:8]=1. The yield is 0.870. (6) The reactants are [CH:1]1([NH:6][C:7]2[CH:8]=[C:9]([CH2:24][S:25]([CH3:28])(=[O:27])=[O:26])[CH:10]=[C:11]3[C:15]=2[NH:14][C:13]([C:16]2[S:17][CH2:18][C@@H:19]([CH2:21][CH2:22]O)[N:20]=2)=[CH:12]3)[CH2:5][CH2:4][CH2:3][CH2:2]1.[I:29]I.C1(P(C2C=CC=CC=2)C2C=CC=CC=2)C=CC=CC=1.N1C=CN=C1. The catalyst is O1CCCC1.O. The product is [CH:1]1([NH:6][C:7]2[CH:8]=[C:9]([CH2:24][S:25]([CH3:28])(=[O:27])=[O:26])[CH:10]=[C:11]3[C:15]=2[NH:14][C:13]([C:16]2[S:17][CH2:18][C@@H:19]([CH2:21][CH2:22][I:29])[N:20]=2)=[CH:12]3)[CH2:5][CH2:4][CH2:3][CH2:2]1. The yield is 0.540.